Dataset: Reaction yield outcomes from USPTO patents with 853,638 reactions. Task: Predict the reaction yield, written as a fraction of the theoretical maximum amount of product (1.0 means a 100% yield; for example, 0.34 means a 34% yield). (1) The reactants are Cl.[NH2:2][C@H:3]1[C:11]2[C:6](=[C:7]([C:12]3[S:16][C:15]([C:17]4[CH:18]=[CH:19][C:20]([O:25][CH:26]([CH3:28])[CH3:27])=[C:21]([CH:24]=4)[C:22]#[N:23])=[N:14][N:13]=3)[CH:8]=[CH:9][CH:10]=2)[CH2:5][CH2:4]1.Br[CH2:30][CH2:31][O:32][Si:33]([C:36]([CH3:39])([CH3:38])[CH3:37])([CH3:35])[CH3:34].O. The catalyst is CN(C=O)C. The product is [Si:33]([O:32][CH2:31][CH2:30][NH:2][C@H:3]1[C:11]2[C:6](=[C:7]([C:12]3[S:16][C:15]([C:17]4[CH:18]=[CH:19][C:20]([O:25][CH:26]([CH3:28])[CH3:27])=[C:21]([CH:24]=4)[C:22]#[N:23])=[N:14][N:13]=3)[CH:8]=[CH:9][CH:10]=2)[CH2:5][CH2:4]1)([C:36]([CH3:39])([CH3:38])[CH3:37])([CH3:35])[CH3:34]. The yield is 0.150. (2) The reactants are [CH3:1][C:2]12[C:14]3[C:10]([CH:11]=[CH:12][CH2:13]1)=[CH:9][CH:8]=[CH:7][C:6]=3[CH2:5][CH2:4][CH2:3]2. The catalyst is C(O)C.[Pd]. The product is [CH3:1][C:2]12[C:14]3[C:6]([CH2:5][CH2:4][CH2:3]1)=[CH:7][CH:8]=[CH:9][C:10]=3[CH2:11][CH2:12][CH2:13]2. The yield is 0.940. (3) The reactants are [Cl:1][C:2]1[CH:8]=[CH:7][C:5]([NH2:6])=[CH:4][CH:3]=1.Cl[CH2:10][C:11]1[N:15]([CH3:16])[N:14]=[N:13][N:12]=1. No catalyst specified. The product is [Cl:1][C:2]1[CH:8]=[CH:7][C:5]([NH:6][CH2:10][C:11]2[N:15]([CH3:16])[N:14]=[N:13][N:12]=2)=[CH:4][CH:3]=1. The yield is 0.360. (4) The reactants are [F:1][C:2]([F:25])([F:24])[O:3][C:4]1[CH:9]=[CH:8][C:7]([N:10]2[CH:14]=[N:13][C:12]([C:15]3[CH:20]=[CH:19][C:18]([CH:21]([OH:23])[CH3:22])=[CH:17][CH:16]=3)=[N:11]2)=[CH:6][CH:5]=1.C(N(CC)CC)C.S(=O)(=O)=O.N1C=CC=CC=1. The catalyst is ClCCl.CS(C)=O. The product is [F:25][C:2]([F:1])([F:24])[O:3][C:4]1[CH:5]=[CH:6][C:7]([N:10]2[CH:14]=[N:13][C:12]([C:15]3[CH:20]=[CH:19][C:18]([C:21](=[O:23])[CH3:22])=[CH:17][CH:16]=3)=[N:11]2)=[CH:8][CH:9]=1. The yield is 0.730. (5) The reactants are [CH:1](=O)C.[NH:4]1[CH2:10][CH2:9][CH2:8][CH2:7][CH:6]([NH:11][C:12]2[C:13]3[CH:21]=[CH:20][N:19]([S:22]([C:25]4[CH:31]=[CH:30][C:28]([CH3:29])=[CH:27][CH:26]=4)(=[O:24])=[O:23])[C:14]=3[N:15]=[C:16](C)[N:17]=2)[CH2:5]1.CCN=C=NCCCN(C)C.C1C=CC2N(O)N=NC=2C=1.CCN(C(C)C)C(C)C. The catalyst is CN(C=O)C.CCOC(C)=O.CO.C(Cl)Cl. The product is [NH:4]1[CH2:10][CH2:9][CH2:8][CH2:7][CH:6]([N:11]([CH3:1])[C:12]2[C:13]3[CH:21]=[CH:20][N:19]([S:22]([C:25]4[CH:31]=[CH:30][C:28]([CH3:29])=[CH:27][CH:26]=4)(=[O:24])=[O:23])[C:14]=3[N:15]=[CH:16][N:17]=2)[CH2:5]1. The yield is 0.770. (6) The reactants are [CH3:1][O:2][C:3]1[CH:4]=[C:5]2[O:9][C:8]([C:10]3[N:11]=[C:12]4[N:16]([CH:17]=3)[N:15]=[C:14]([O:18][CH3:19])[S:13]4)=[CH:7][C:6]2=[C:20]([OH:22])[CH:21]=1.O[CH2:24][C:25]1[N:26]=[C:27]([C:30]2([C:36]3[CH:46]=[CH:45][C:39]([C:40]([N:42]([CH3:44])[CH3:43])=[O:41])=[CH:38][CH:37]=3)[CH2:35][CH2:34][O:33][CH2:32][CH2:31]2)[S:28][CH:29]=1.C(P(CCCC)CCCC)CCC.C1CCN(C(N=NC(N2CCCCC2)=O)=O)CC1. The catalyst is C1COCC1. The product is [CH3:1][O:2][C:3]1[CH:21]=[C:20]([O:22][CH2:24][C:25]2[N:26]=[C:27]([C:30]3([C:36]4[CH:46]=[CH:45][C:39]([C:40]([N:42]([CH3:43])[CH3:44])=[O:41])=[CH:38][CH:37]=4)[CH2:35][CH2:34][O:33][CH2:32][CH2:31]3)[S:28][CH:29]=2)[C:6]2[CH:7]=[C:8]([C:10]3[N:11]=[C:12]4[N:16]([CH:17]=3)[N:15]=[C:14]([O:18][CH3:19])[S:13]4)[O:9][C:5]=2[CH:4]=1. The yield is 0.488.